Task: Regression/Classification. Given a drug SMILES string, predict its absorption, distribution, metabolism, or excretion properties. Task type varies by dataset: regression for continuous measurements (e.g., permeability, clearance, half-life) or binary classification for categorical outcomes (e.g., BBB penetration, CYP inhibition). For this dataset (solubility_aqsoldb), we predict Y.. Dataset: Aqueous solubility values for 9,982 compounds from the AqSolDB database (1) The drug is NCC(=O)NCC(=O)OCCOc1ccc2nc(S(N)(=O)=O)sc2c1. The Y is -1.30 log mol/L. (2) The drug is O=[Zr].[CaH2]. The Y is -4.87 log mol/L. (3) The molecule is NC(N)=NCCS(=O)(=O)O. The Y is -0.632 log mol/L. (4) The drug is Clc1ccc(Oc2c(Cl)c(Cl)cc(Cl)c2Cl)c(Cl)c1Cl. The Y is -9.09 log mol/L.